From a dataset of Full USPTO retrosynthesis dataset with 1.9M reactions from patents (1976-2016). Predict the reactants needed to synthesize the given product. (1) The reactants are: C([N:8]1[CH2:13][CH2:12][C:11]([NH:15][C:16]([C:18]2[C:19]3[C:33]([CH3:34])=[N:32][N:31]([CH:35]4[CH2:40][CH2:39][CH2:38][CH2:37][O:36]4)[C:20]=3[N:21]=[C:22]([C:24]3[CH:29]=[CH:28][C:27]([OH:30])=[CH:26][CH:25]=3)[CH:23]=2)=[O:17])([CH3:14])[CH2:10][CH2:9]1)C1C=CC=CC=1. Given the product [CH3:14][C:11]1([NH:15][C:16]([C:18]2[C:19]3[C:33]([CH3:34])=[N:32][N:31]([CH:35]4[CH2:40][CH2:39][CH2:38][CH2:37][O:36]4)[C:20]=3[N:21]=[C:22]([C:24]3[CH:25]=[CH:26][C:27]([OH:30])=[CH:28][CH:29]=3)[CH:23]=2)=[O:17])[CH2:12][CH2:13][NH:8][CH2:9][CH2:10]1, predict the reactants needed to synthesize it. (2) Given the product [O:15]1[CH2:16][CH2:17][CH2:18][CH2:19][CH:14]1[O:13][CH:7]1[CH2:8][C:9]2([CH2:11][CH2:10]2)[O:12][CH2:6]1, predict the reactants needed to synthesize it. The reactants are: CS(O[CH2:6][CH:7]([O:13][CH:14]1[CH2:19][CH2:18][CH2:17][CH2:16][O:15]1)[CH2:8][C:9]1([OH:12])[CH2:11][CH2:10]1)(=O)=O.[H-].[Na+]. (3) Given the product [NH:9]1[C:13]2[CH:14]=[CH:15][CH:16]=[CH:17][C:12]=2[N:11]=[C:10]1[C:18]([C:20]1[CH:25]=[CH:24][C:23]([O:26][C:2]2[C:7]([I:8])=[CH:6][CH:5]=[CH:4][N:3]=2)=[CH:22][CH:21]=1)=[O:19], predict the reactants needed to synthesize it. The reactants are: F[C:2]1[C:7]([I:8])=[CH:6][CH:5]=[CH:4][N:3]=1.[NH:9]1[C:13]2[CH:14]=[CH:15][CH:16]=[CH:17][C:12]=2[N:11]=[C:10]1[C:18]([C:20]1[CH:25]=[CH:24][C:23]([OH:26])=[CH:22][CH:21]=1)=[O:19].C(=O)([O-])[O-].[Cs+].[Cs+]. (4) Given the product [Br:1][C:2]1[CH:7]=[CH:6][C:5]([CH:8]([O:10][C:12]2[CH:17]=[CH:16][CH:15]=[CH:14][CH:13]=2)[CH3:9])=[CH:4][C:3]=1[Cl:11], predict the reactants needed to synthesize it. The reactants are: [Br:1][C:2]1[CH:7]=[CH:6][C:5]([CH:8]([OH:10])[CH3:9])=[CH:4][C:3]=1[Cl:11].[C:12]1(O)[CH:17]=[CH:16][CH:15]=[CH:14][CH:13]=1.C1(P(C2C=CC=CC=2)C2C=CC=CC=2)C=CC=CC=1.N(C(OC(C)C)=O)=NC(OC(C)C)=O. (5) Given the product [Br:18][C:15]1[CH:14]=[CH:13][C:12]([C@@H:8]2[CH2:9][CH2:10][CH2:11][NH:7]2)=[CH:17][CH:16]=1, predict the reactants needed to synthesize it. The reactants are: CC([S@@]([N:7]1[CH2:11][CH2:10][CH2:9][C@H:8]1[C:12]1[CH:17]=[CH:16][C:15]([Br:18])=[CH:14][CH:13]=1)=O)(C)C.Cl. (6) Given the product [Cl:27][C:24]1[CH:25]=[CH:26][C:21]([N:18]2[CH2:19][CH2:20][N:15]([C:8]3[N:9]=[C:10]([CH2:11][CH2:12][CH2:13][NH2:14])[C:5]4[S:4][CH:3]=[C:2]([O:29][CH3:28])[C:6]=4[N:7]=3)[CH2:16][CH2:17]2)=[CH:22][CH:23]=1, predict the reactants needed to synthesize it. The reactants are: Br[C:2]1[C:6]2[N:7]=[C:8]([N:15]3[CH2:20][CH2:19][N:18]([C:21]4[CH:26]=[CH:25][C:24]([Cl:27])=[CH:23][CH:22]=4)[CH2:17][CH2:16]3)[N:9]=[C:10]([CH2:11][CH2:12][CH2:13][NH2:14])[C:5]=2[S:4][CH:3]=1.[CH3:28][O-:29].[Na+].[I-].[Na+]. (7) Given the product [CH2:1]([O:8][C:9]1[CH:14]=[CH:13][N:12]([CH2:15][C:16]2[CH:21]=[CH:20][CH:19]=[C:18]([F:22])[CH:17]=2)[C:11](=[O:23])[C:10]=1[CH3:25])[C:2]1[CH:7]=[CH:6][CH:5]=[CH:4][CH:3]=1, predict the reactants needed to synthesize it. The reactants are: [CH2:1]([O:8][C:9]1[CH:14]=[CH:13][N:12]([CH2:15][C:16]2[CH:21]=[CH:20][CH:19]=[C:18]([F:22])[CH:17]=2)[C:11](=[O:23])[C:10]=1I)[C:2]1[CH:7]=[CH:6][CH:5]=[CH:4][CH:3]=1.[CH2:25](OC1C=CN(CC2C=CC=C(F)C=2)C(=O)C=1)C1C=CC=CC=1.C1C(=O)N(I)C(=O)C1.